From a dataset of Full USPTO retrosynthesis dataset with 1.9M reactions from patents (1976-2016). Predict the reactants needed to synthesize the given product. Given the product [CH3:13][O:12][C:11]1[CH:10]=[CH:9][C:8]2[NH:7][C:6](=[O:14])[C:5]3[S:15][CH:16]=[CH:17][C:4]=3[C:3]=2[C:2]=1[C:26]1[CH:27]=[CH:28][C:29]([C@H:32]([CH3:42])[CH2:33][NH:34][C:35](=[O:41])[O:36][C:37]([CH3:39])([CH3:38])[CH3:40])=[CH:30][CH:31]=1, predict the reactants needed to synthesize it. The reactants are: Br[C:2]1[C:3]2[C:4]3[CH:17]=[CH:16][S:15][C:5]=3[C:6](=[O:14])[NH:7][C:8]=2[CH:9]=[CH:10][C:11]=1[O:12][CH3:13].CC1(C)C(C)(C)OB([C:26]2[CH:31]=[CH:30][C:29]([C@H:32]([CH3:42])[CH2:33][NH:34][C:35](=[O:41])[O:36][C:37]([CH3:40])([CH3:39])[CH3:38])=[CH:28][CH:27]=2)O1.